Regression. Given two drug SMILES strings and cell line genomic features, predict the synergy score measuring deviation from expected non-interaction effect. From a dataset of NCI-60 drug combinations with 297,098 pairs across 59 cell lines. (1) Drug 2: CC1C(C(=O)NC(C(=O)N2CCCC2C(=O)N(CC(=O)N(C(C(=O)O1)C(C)C)C)C)C(C)C)NC(=O)C3=C4C(=C(C=C3)C)OC5=C(C(=O)C(=C(C5=N4)C(=O)NC6C(OC(=O)C(N(C(=O)CN(C(=O)C7CCCN7C(=O)C(NC6=O)C(C)C)C)C)C(C)C)C)N)C. Cell line: CCRF-CEM. Drug 1: C1=C(C(=O)NC(=O)N1)N(CCCl)CCCl. Synergy scores: CSS=42.0, Synergy_ZIP=-3.47, Synergy_Bliss=-5.62, Synergy_Loewe=-3.85, Synergy_HSA=-4.03. (2) Drug 1: CS(=O)(=O)C1=CC(=C(C=C1)C(=O)NC2=CC(=C(C=C2)Cl)C3=CC=CC=N3)Cl. Drug 2: CC1=C(C=C(C=C1)NC2=NC=CC(=N2)N(C)C3=CC4=NN(C(=C4C=C3)C)C)S(=O)(=O)N.Cl. Cell line: HL-60(TB). Synergy scores: CSS=-10.0, Synergy_ZIP=21.2, Synergy_Bliss=20.9, Synergy_Loewe=-6.45, Synergy_HSA=-2.34. (3) Drug 1: CN(CC1=CN=C2C(=N1)C(=NC(=N2)N)N)C3=CC=C(C=C3)C(=O)NC(CCC(=O)O)C(=O)O. Drug 2: CCC(=C(C1=CC=CC=C1)C2=CC=C(C=C2)OCCN(C)C)C3=CC=CC=C3.C(C(=O)O)C(CC(=O)O)(C(=O)O)O. Cell line: RPMI-8226. Synergy scores: CSS=41.6, Synergy_ZIP=0.132, Synergy_Bliss=-5.36, Synergy_Loewe=-63.1, Synergy_HSA=-7.42. (4) Drug 1: C1=CC(=CC=C1C#N)C(C2=CC=C(C=C2)C#N)N3C=NC=N3. Drug 2: C1CN(P(=O)(OC1)NCCCl)CCCl. Cell line: HOP-92. Synergy scores: CSS=5.17, Synergy_ZIP=-2.11, Synergy_Bliss=-2.71, Synergy_Loewe=2.48, Synergy_HSA=-2.14. (5) Synergy scores: CSS=17.4, Synergy_ZIP=-4.09, Synergy_Bliss=1.25, Synergy_Loewe=-0.0361, Synergy_HSA=0.529. Drug 1: C1CN1C2=NC(=NC(=N2)N3CC3)N4CC4. Drug 2: CC12CCC3C(C1CCC2=O)CC(=C)C4=CC(=O)C=CC34C. Cell line: IGROV1. (6) Drug 1: C1=CC=C(C=C1)NC(=O)CCCCCCC(=O)NO. Drug 2: CN1C2=C(C=C(C=C2)N(CCCl)CCCl)N=C1CCCC(=O)O.Cl. Cell line: MDA-MB-435. Synergy scores: CSS=12.5, Synergy_ZIP=-0.605, Synergy_Bliss=2.47, Synergy_Loewe=-8.72, Synergy_HSA=0.932. (7) Drug 1: C(CC(=O)O)C(=O)CN.Cl. Drug 2: C1CN(P(=O)(OC1)NCCCl)CCCl. Cell line: TK-10. Synergy scores: CSS=-1.12, Synergy_ZIP=-0.0159, Synergy_Bliss=-0.722, Synergy_Loewe=-4.78, Synergy_HSA=-4.53.